From a dataset of Catalyst prediction with 721,799 reactions and 888 catalyst types from USPTO. Predict which catalyst facilitates the given reaction. Reactant: [NH:1]1[C:5]2[CH:6]=[CH:7][CH:8]=[CH:9][C:4]=2[N:3]=[C:2]1[CH2:10][N:11]([CH:21]1[C:30]2[N:29]=[CH:28][CH:27]=[CH:26][C:25]=2[CH2:24][CH2:23][CH2:22]1)[CH2:12][C:13]1[CH:18]=[CH:17][C:16]([CH2:19][NH2:20])=[CH:15][CH:14]=1.[CH:31](N(CC)C(C)C)([CH3:33])[CH3:32].[CH2:40](Br)[CH:41]=[CH2:42]. Product: [NH:1]1[C:5]2[CH:6]=[CH:7][CH:8]=[CH:9][C:4]=2[N:3]=[C:2]1[CH2:10][N:11]([CH2:12][C:13]1[CH:14]=[CH:15][C:16]([CH2:19][N:20]([CH2:42][CH:41]=[CH2:40])[CH2:33][CH:31]=[CH2:32])=[CH:17][CH:18]=1)[CH:21]1[C:30]2[N:29]=[CH:28][CH:27]=[CH:26][C:25]=2[CH2:24][CH2:23][CH2:22]1. The catalyst class is: 2.